Predict the reaction yield, written as a fraction of the theoretical maximum amount of product (1.0 means a 100% yield; for example, 0.34 means a 34% yield). From a dataset of Reaction yield outcomes from USPTO patents with 853,638 reactions. (1) The reactants are CS(O)(=O)=O.[NH2:6][CH2:7][C:8]1[CH:9]=[C:10]2[C:14](=[CH:15][CH:16]=1)[C:13](=[O:17])[N:12]([CH:18]1[CH2:23][CH2:22][C:21](=[O:24])[NH:20][C:19]1=[O:25])[CH2:11]2.[C:26]1([N:36]=[C:37]=[O:38])[C:35]2[C:30](=[CH:31][CH:32]=[CH:33][CH:34]=2)[CH:29]=[CH:28][CH:27]=1.Cl. The catalyst is C(#N)C. The product is [O:25]=[C:19]1[CH:18]([N:12]2[CH2:11][C:10]3[C:14](=[CH:15][CH:16]=[C:8]([CH2:7][NH:6][C:37]([NH:36][C:26]4[C:35]5[C:30](=[CH:31][CH:32]=[CH:33][CH:34]=5)[CH:29]=[CH:28][CH:27]=4)=[O:38])[CH:9]=3)[C:13]2=[O:17])[CH2:23][CH2:22][C:21](=[O:24])[NH:20]1. The yield is 0.890. (2) The reactants are [CH3:1][C:2]1[C:7]([CH3:8])=[CH:6][CH:5]=[CH:4][C:3]=1[NH:9][CH2:10][CH2:11][CH2:12][C:13]([O:15][CH3:16])=[O:14].C(=O)(O)[O-].[Na+].[C:22](O[C:22]([O:24][C:25]([CH3:28])([CH3:27])[CH3:26])=[O:23])([O:24][C:25]([CH3:28])([CH3:27])[CH3:26])=[O:23]. The catalyst is C1COCC1. The product is [C:25]([O:24][C:22]([N:9]([C:3]1[CH:4]=[CH:5][CH:6]=[C:7]([CH3:8])[C:2]=1[CH3:1])[CH2:10][CH2:11][CH2:12][C:13]([O:15][CH3:16])=[O:14])=[O:23])([CH3:28])([CH3:27])[CH3:26]. The yield is 0.910. (3) The reactants are [CH:1]1[C:11](=[C:12]([C:15]#[N:16])[C:13]#[N:14])[CH:10]=[CH:9][C:3](=[C:4]([C:7]#[N:8])[C:5]#N)[CH:2]=1.[CH2:17]([N:21]([CH2:30][CH2:31][CH2:32][CH3:33])[C:22]1[CH:27]=[CH:26]C=[C:24]([O:28][CH3:29])[CH:23]=1)[CH2:18][CH2:19][CH3:20]. The catalyst is CN(C)C=O. The product is [C:7]([C:4]([C:5]1[CH:26]=[CH:27][C:22]([N:21]([CH2:17][CH2:18][CH2:19][CH3:20])[CH2:30][CH2:31][CH2:32][CH3:33])=[CH:23][C:24]=1[O:28][CH3:29])=[C:3]1[CH:2]=[CH:1][C:11](=[C:12]([C:15]#[N:16])[C:13]#[N:14])[CH:10]=[CH:9]1)#[N:8]. The yield is 0.256. (4) The reactants are [CH3:1][C:2]1[CH2:7][CH2:6][CH2:5][C:4]([CH3:9])([CH3:8])[C:3]=1/[CH:10]=[CH:11]/[C:12](/[CH3:22])=[CH:13]/[CH:14]=[CH:15]/[C:16](/[CH3:21])=[CH:17]/[C:18]([OH:20])=O.C(Cl)(=O)C(Cl)=O.[CH:29]1([NH:32][C:33]([NH:35][C:36]2[CH:41]=[CH:40][C:39]([O:42][C:43]3[CH:48]=[CH:47][N:46]=[C:45]4[CH:49]=[C:50]([C:52]5[CH:57]=[CH:56][C:55]([CH2:58][N:59]6[CH2:64][CH2:63][NH:62][CH2:61][CH2:60]6)=[CH:54][N:53]=5)[S:51][C:44]=34)=[C:38]([F:65])[CH:37]=2)=[O:34])[CH2:31][CH2:30]1.C(N(CC)CC)C. The catalyst is CN(C=O)C.C(Cl)Cl. The product is [CH:29]1([NH:32][C:33]([NH:35][C:36]2[CH:41]=[CH:40][C:39]([O:42][C:43]3[CH:48]=[CH:47][N:46]=[C:45]4[CH:49]=[C:50]([C:52]5[CH:57]=[CH:56][C:55]([CH2:58][N:59]6[CH2:60][CH2:61][N:62]([C:18](=[O:20])/[CH:17]=[C:16](\[CH3:21])/[CH:15]=[CH:14]/[CH:13]=[C:12](\[CH3:22])/[CH:11]=[CH:10]/[C:3]7[C:4]([CH3:8])([CH3:9])[CH2:5][CH2:6][CH2:7][C:2]=7[CH3:1])[CH2:63][CH2:64]6)=[CH:54][N:53]=5)[S:51][C:44]=34)=[C:38]([F:65])[CH:37]=2)=[O:34])[CH2:31][CH2:30]1. The yield is 0.240. (5) The reactants are Br[C:2]1[CH:3]=[C:4]([NH:9][C:10]([C:12]2[CH:34]=[CH:33][C:15]([O:16][C:17]3[CH:26]=[C:25]4[C:20]([CH:21]([C:27]([O:29][CH2:30][CH3:31])=[O:28])[CH2:22][CH2:23][O:24]4)=[CH:19][C:18]=3[Cl:32])=[CH:14][CH:13]=2)=[O:11])[CH:5]=[CH:6][C:7]=1[F:8].[Cl:35][C:36]1[CH:41]=[CH:40][C:39](B(O)O)=[CH:38][CH:37]=1.C([O-])([O-])=O.[Na+].[Na+].O. The catalyst is C1C=CC([P]([Pd]([P](C2C=CC=CC=2)(C2C=CC=CC=2)C2C=CC=CC=2)([P](C2C=CC=CC=2)(C2C=CC=CC=2)C2C=CC=CC=2)[P](C2C=CC=CC=2)(C2C=CC=CC=2)C2C=CC=CC=2)(C2C=CC=CC=2)C2C=CC=CC=2)=CC=1.C1(C)C=CC=CC=1. The product is [Cl:32][C:18]1[CH:19]=[C:20]2[C:25](=[CH:26][C:17]=1[O:16][C:15]1[CH:33]=[CH:34][C:12]([C:10](=[O:11])[NH:9][C:4]3[CH:3]=[C:2]([C:39]4[CH:40]=[CH:41][C:36]([Cl:35])=[CH:37][CH:38]=4)[C:7]([F:8])=[CH:6][CH:5]=3)=[CH:13][CH:14]=1)[O:24][CH2:23][CH2:22][CH:21]2[C:27]([O:29][CH2:30][CH3:31])=[O:28]. The yield is 0.710. (6) The reactants are [C:1]12([C:11]3[CH:22]=[CH:21][C:14]([O:15][CH2:16][CH2:17][C:18](O)=[O:19])=[CH:13][CH:12]=3)[CH2:10][CH:5]3[CH2:6][CH:7]([CH2:9][CH:3]([CH2:4]3)[CH2:2]1)[CH2:8]2.[NH:23]1[CH2:28][CH2:27][O:26][CH2:25][CH2:24]1. No catalyst specified. The product is [C:1]12([C:11]3[CH:22]=[CH:21][C:14]([O:15][CH2:16][CH2:17][C:18]([N:23]4[CH2:28][CH2:27][O:26][CH2:25][CH2:24]4)=[O:19])=[CH:13][CH:12]=3)[CH2:10][CH:5]3[CH2:6][CH:7]([CH2:9][CH:3]([CH2:4]3)[CH2:2]1)[CH2:8]2. The yield is 0.934. (7) The reactants are [F:1][C:2]1([F:14])[CH:9]2[CH2:10][C:5]3([CH2:12][OH:13])[CH2:6][CH:7]([CH2:11][CH:3]1[CH2:4]3)[CH2:8]2.[Cl:15][C:16]1[C:17](F)=[CH:18][C:19]([F:29])=[C:20]([CH:28]=1)[C:21]([O:23][C:24]([CH3:27])([CH3:26])[CH3:25])=[O:22].C(=O)([O-])[O-].[Cs+].[Cs+].O. The catalyst is CS(C)=O. The product is [Cl:15][C:16]1[C:17]([O:13][CH2:12][C:5]23[CH2:10][CH:9]4[CH2:8][CH:7]([CH2:11][CH:3]([C:2]4([F:14])[F:1])[CH2:4]2)[CH2:6]3)=[CH:18][C:19]([F:29])=[C:20]([CH:28]=1)[C:21]([O:23][C:24]([CH3:25])([CH3:26])[CH3:27])=[O:22]. The yield is 0.800. (8) The reactants are C[O:2][C:3]([C:5]1[CH:10]=[C:9]([Br:11])[C:8](=[O:12])[N:7]([CH3:13])[C:6]=1[NH:14][C:15]1[CH:20]=[CH:19][C:18]([Br:21])=[CH:17][C:16]=1[F:22])=[O:4].COC(C1C=CC(=O)N(C)C=1NC1C=CC(Br)=CC=1F)=O.BrN1C(=O)CCC1=O. The catalyst is CN(C=O)C. The product is [Br:11][C:9]1[C:8](=[O:12])[N:7]([CH3:13])[C:6]([NH:14][C:15]2[CH:20]=[CH:19][C:18]([Br:21])=[CH:17][C:16]=2[F:22])=[C:5]([C:3]([OH:4])=[O:2])[CH:10]=1. The yield is 0.850.